Dataset: Catalyst prediction with 721,799 reactions and 888 catalyst types from USPTO. Task: Predict which catalyst facilitates the given reaction. (1) Reactant: [CH3:1][N:2]([CH3:19])[C:3]([C:5]1[CH:6]=[C:7]([O:15]CC=C)[C:8]2[N:9]([CH:11]=[C:12]([CH3:14])[N:13]=2)[CH:10]=1)=[O:4].[CH3:20][C:21]([CH3:23])=O. Product: [CH3:19][N:2]([CH3:1])[C:3]([C:5]1[C:6]([CH2:23][CH:21]=[CH2:20])=[C:7]([OH:15])[C:8]2[N:9]([CH:11]=[C:12]([CH3:14])[N:13]=2)[CH:10]=1)=[O:4]. The catalyst class is: 27. (2) Reactant: [CH2:1]([S:3][C:4]1[CH:9]=[CH:8][C:7]([S:10]([NH:13][CH2:14][C:15]([F:18])([F:17])[F:16])(=[O:12])=[O:11])=[CH:6][C:5]=1[NH:19][C:20]([NH:22][C:23]1[CH:28]=[CH:27][CH:26]=[C:25]([C:29]([F:32])([F:31])[F:30])[CH:24]=1)=[O:21])[CH3:2].ClC1C=C(C=CC=1)C(OO)=[O:38]. Product: [CH2:1]([S:3]([C:4]1[CH:9]=[CH:8][C:7]([S:10]([NH:13][CH2:14][C:15]([F:18])([F:17])[F:16])(=[O:11])=[O:12])=[CH:6][C:5]=1[NH:19][C:20]([NH:22][C:23]1[CH:28]=[CH:27][CH:26]=[C:25]([C:29]([F:32])([F:30])[F:31])[CH:24]=1)=[O:21])=[O:38])[CH3:2]. The catalyst class is: 1.